From a dataset of Reaction yield outcomes from USPTO patents with 853,638 reactions. Predict the reaction yield, written as a fraction of the theoretical maximum amount of product (1.0 means a 100% yield; for example, 0.34 means a 34% yield). (1) The reactants are [CH3:1][C:2]1[CH:7]=[CH:6][N:5]=[CH:4][C:3]=1[N:8]1[CH2:12][CH2:11][NH:10][C:9]1=[O:13].Br[C:15]1[CH:16]=[C:17]2[C:22](=[CH:23][CH:24]=1)[N:21]=[CH:20][CH:19]=[N:18]2.N[C@@H]1CCCC[C@H]1N.P([O-])([O-])([O-])=O.[K+].[K+].[K+]. The catalyst is [Cu](I)I.O1CCOCC1. The product is [CH3:1][C:2]1[CH:7]=[CH:6][N:5]=[CH:4][C:3]=1[N:8]1[CH2:12][CH2:11][N:10]([C:15]2[CH:16]=[C:17]3[C:22](=[CH:23][CH:24]=2)[N:21]=[CH:20][CH:19]=[N:18]3)[C:9]1=[O:13]. The yield is 0.678. (2) The reactants are [C:1]([O:5][C:6](=[O:22])[NH:7][CH2:8][CH2:9][C:10]1[C:18]2[C:13](=[CH:14][C:15]([N+:19]([O-])=O)=[CH:16][CH:17]=2)[NH:12][CH:11]=1)([CH3:4])([CH3:3])[CH3:2]. The catalyst is CCO.[Ni]. The product is [C:1]([O:5][C:6](=[O:22])[NH:7][CH2:8][CH2:9][C:10]1[C:18]2[C:13](=[CH:14][C:15]([NH2:19])=[CH:16][CH:17]=2)[NH:12][CH:11]=1)([CH3:4])([CH3:2])[CH3:3]. The yield is 0.670. (3) The reactants are C(OC([N:8]1[CH2:13][CH2:12][CH2:11][C@H:10]([C:14]2[O:18][N:17]=[C:16]([C:19]3[NH:20][CH:21]=[C:22]([Cl:24])[CH:23]=3)[N:15]=2)[CH2:9]1)=O)(C)(C)C. The catalyst is ClCCl.Cl. The product is [ClH:24].[Cl:24][C:22]1[CH:23]=[C:19]([C:16]2[N:15]=[C:14]([C@H:10]3[CH2:11][CH2:12][CH2:13][NH:8][CH2:9]3)[O:18][N:17]=2)[NH:20][CH:21]=1. The yield is 1.00. (4) The reactants are [F:1][C:2]([F:6])([F:5])[CH2:3][OH:4].[Br:7][C:8]1[CH:9]=[N:10][CH:11]=[C:12](Br)[CH:13]=1. No catalyst specified. The product is [Br:7][C:8]1[CH:9]=[N:10][CH:11]=[C:12]([O:4][CH2:3][C:2]([F:6])([F:5])[F:1])[CH:13]=1. The yield is 0.700. (5) The reactants are [N+:1]([C:4]1[CH:5]=[C:6]([CH2:10][CH2:11]OS(C)(=O)=O)[CH:7]=[CH:8][CH:9]=1)([O-])=O.C(=O)([O-])[O-].[Cs+].[Cs+].[NH:23]1[CH2:28][CH2:27][S:26](=[O:30])(=[O:29])[CH2:25][CH2:24]1. The catalyst is CN(C=O)C.O. The product is [O:29]=[S:26]1(=[O:30])[CH2:27][CH2:28][N:23]([CH2:11][CH2:10][C:6]2[CH:5]=[C:4]([NH2:1])[CH:9]=[CH:8][CH:7]=2)[CH2:24][CH2:25]1. The yield is 0.230. (6) The reactants are [F:1][C:2]1[CH:3]=[C:4]2[C:9](=[CH:10][CH:11]=1)[CH:8]=[C:7]([C:12](O)=[O:13])[CH:6]=[CH:5]2.B.C1COCC1. No catalyst specified. The product is [F:1][C:2]1[CH:3]=[C:4]2[C:9](=[CH:10][CH:11]=1)[CH:8]=[C:7]([CH2:12][OH:13])[CH:6]=[CH:5]2. The yield is 0.820.